Dataset: Full USPTO retrosynthesis dataset with 1.9M reactions from patents (1976-2016). Task: Predict the reactants needed to synthesize the given product. (1) Given the product [CH3:1][O:2][C:3]([C@:5]1([CH2:20][C:21]2[CH:26]=[CH:25][C:24]([C:27]#[N:28])=[CH:23][CH:22]=2)[CH2:9][C@H:8]([NH:10][C:11](=[O:13])[CH3:12])[CH2:7][NH:6]1)=[O:4], predict the reactants needed to synthesize it. The reactants are: [CH3:1][O:2][C:3]([C@:5]1([CH2:20][C:21]2[CH:26]=[CH:25][C:24]([C:27]#[N:28])=[CH:23][CH:22]=2)[CH2:9][C@H:8]([NH:10][C:11](=[O:13])[CH3:12])[CH2:7][N:6]1C(OCC=C)=O)=[O:4].N12CCN(CC1)CC2.CCOC(C)=O. (2) Given the product [CH2:1]([O:3][CH:4]([O:15][CH2:16][CH3:17])[CH2:5][CH2:6][N:7]1[CH2:12][CH2:11][CH2:10][CH2:9][C:8]1=[O:14])[CH3:2], predict the reactants needed to synthesize it. The reactants are: [CH2:1]([O:3][CH:4]([O:15][CH2:16][CH3:17])[CH2:5][CH2:6][NH:7][C:8](=[O:14])[CH2:9][CH2:10][CH2:11][CH2:12]Cl)[CH3:2].C[Si](C)(C)[N-][Si](C)(C)C.[Li+].CCOC(C)=O.OS([O-])(=O)=O.[Na+].